Dataset: Full USPTO retrosynthesis dataset with 1.9M reactions from patents (1976-2016). Task: Predict the reactants needed to synthesize the given product. (1) Given the product [F:33][C:30]1[CH:31]=[CH:32][C:27]([N:24]2[C:20]3[CH2:21][CH2:22][CH2:23][N:18]([C:16](=[O:17])[CH2:15][N:6]4[C:5]5[CH2:8][CH2:9][O:10][CH2:11][C:4]=5[C:3]([C:2]([F:12])([F:1])[F:13])=[N:7]4)[C:19]=3[CH:26]=[N:25]2)=[CH:28][CH:29]=1, predict the reactants needed to synthesize it. The reactants are: [F:1][C:2]([F:13])([F:12])[C:3]1[C:4]2[CH2:11][O:10][CH2:9][CH2:8][C:5]=2[NH:6][N:7]=1.Cl[CH2:15][C:16]([N:18]1[CH2:23][CH2:22][CH2:21][C:20]2[N:24]([C:27]3[CH:32]=[CH:31][C:30]([F:33])=[CH:29][CH:28]=3)[N:25]=[CH:26][C:19]1=2)=[O:17].C([O-])([O-])=O.[K+].[K+]. (2) Given the product [CH3:27][N:28]([CH3:36])[C:29]1[CH:34]=[CH:33][C:32]([NH:35][C:2]2[C:3]3[NH:17][N:16]=[CH:15][C:4]=3[N:5]=[C:6]([CH:8]3[CH2:9][CH2:10][N:11]([CH3:14])[CH2:12][CH2:13]3)[N:7]=2)=[CH:31][CH:30]=1, predict the reactants needed to synthesize it. The reactants are: Cl[C:2]1[C:3]2[C:4](=[CH:15][N:16](CC3C=CC(OC)=CC=3)[N:17]=2)[N:5]=[C:6]([CH:8]2[CH2:13][CH2:12][N:11]([CH3:14])[CH2:10][CH2:9]2)[N:7]=1.[CH3:27][N:28]([CH3:36])[C:29]1[CH:34]=[CH:33][C:32]([NH2:35])=[CH:31][CH:30]=1.Cl.